From a dataset of NCI-60 drug combinations with 297,098 pairs across 59 cell lines. Regression. Given two drug SMILES strings and cell line genomic features, predict the synergy score measuring deviation from expected non-interaction effect. (1) Drug 1: CCC1(CC2CC(C3=C(CCN(C2)C1)C4=CC=CC=C4N3)(C5=C(C=C6C(=C5)C78CCN9C7C(C=CC9)(C(C(C8N6C=O)(C(=O)OC)O)OC(=O)C)CC)OC)C(=O)OC)O.OS(=O)(=O)O. Drug 2: CN1C(=O)N2C=NC(=C2N=N1)C(=O)N. Cell line: T-47D. Synergy scores: CSS=19.1, Synergy_ZIP=2.74, Synergy_Bliss=4.19, Synergy_Loewe=-14.4, Synergy_HSA=-2.64. (2) Drug 1: CC1OCC2C(O1)C(C(C(O2)OC3C4COC(=O)C4C(C5=CC6=C(C=C35)OCO6)C7=CC(=C(C(=C7)OC)O)OC)O)O. Drug 2: C(CN)CNCCSP(=O)(O)O. Synergy scores: CSS=33.4, Synergy_ZIP=0.0408, Synergy_Bliss=-1.13, Synergy_Loewe=-29.9, Synergy_HSA=-0.828. Cell line: NCI-H460.